This data is from Full USPTO retrosynthesis dataset with 1.9M reactions from patents (1976-2016). The task is: Predict the reactants needed to synthesize the given product. (1) Given the product [CH3:14][C@H:13]([O:15][C:16]1[CH:17]=[C:18]([C:19]([NH:57][C:58]2[CH:62]=[CH:61][N:60]([C:63]([O:65][C:66]([CH3:69])([CH3:68])[CH3:67])=[O:64])[N:59]=2)=[O:21])[CH:22]=[C:23]([O:25][CH2:26][C:27]2[CH:32]=[CH:31][CH:30]=[CH:29][CH:28]=2)[CH:24]=1)[CH2:12][O:11][CH3:10], predict the reactants needed to synthesize it. The reactants are: CCN(C(C)C)C(C)C.[CH3:10][O:11][CH2:12][C@@H:13]([O:15][C:16]1[CH:17]=[C:18]([CH:22]=[C:23]([O:25][CH2:26][C:27]2[CH:32]=[CH:31][CH:30]=[CH:29][CH:28]=2)[CH:24]=1)[C:19]([OH:21])=O)[CH3:14].CN(C(ON1N=NC2C=CC=NC1=2)=[N+](C)C)C.F[P-](F)(F)(F)(F)F.[NH2:57][C:58]1[CH:62]=[CH:61][N:60]([C:63]([O:65][C:66]([CH3:69])([CH3:68])[CH3:67])=[O:64])[N:59]=1. (2) Given the product [Cl:2][C:3]1[CH:4]=[C:5]([NH:17][C:18]2[C:27]3[C:22](=[CH:23][CH:24]=[CH:25][C:26]=3[O:28][CH2:29][C:30]([N:59]([CH:60]([CH3:62])[CH3:61])[CH3:58])=[O:32])[N:21]=[CH:20][N:19]=2)[CH:6]=[CH:7][C:8]=1[O:9][CH2:10][C:11]1[CH:16]=[CH:15][CH:14]=[CH:13][N:12]=1, predict the reactants needed to synthesize it. The reactants are: [Na+].[Cl:2][C:3]1[CH:4]=[C:5]([NH:17][C:18]2[C:27]3[C:22](=[CH:23][CH:24]=[CH:25][C:26]=3[O:28][CH2:29][C:30]([O-:32])=O)[N:21]=[CH:20][N:19]=2)[CH:6]=[CH:7][C:8]=1[O:9][CH2:10][C:11]1[CH:16]=[CH:15][CH:14]=[CH:13][N:12]=1.CN(C(ON1N=NC2C=CC=NC1=2)=[N+](C)C)C.F[P-](F)(F)(F)(F)F.C[CH2:58][N:59](C(C)C)[CH:60]([CH3:62])[CH3:61].C(NC)(C)C. (3) The reactants are: C(N(CC)C(C)C)C.[CH3:9][C:10]1[C:15]([C:16]([OH:18])=O)=[CH:14][N:13]=[C:12]([C:19]2[CH:24]=[CH:23][CH:22]=[CH:21][N:20]=2)[N:11]=1.[N:25]1([NH2:34])[C:33]2[C:28](=[N:29][CH:30]=[CH:31][CH:32]=2)[CH:27]=[CH:26]1.CN(C(ON1N=NC2C=CC=CC1=2)=[N+](C)C)C.[B-](F)(F)(F)F. Given the product [N:25]1([NH:34][C:16]([C:15]2[C:10]([CH3:9])=[N:11][C:12]([C:19]3[CH:24]=[CH:23][CH:22]=[CH:21][N:20]=3)=[N:13][CH:14]=2)=[O:18])[C:33]2[C:28](=[N:29][CH:30]=[CH:31][CH:32]=2)[CH:27]=[CH:26]1, predict the reactants needed to synthesize it.